This data is from Catalyst prediction with 721,799 reactions and 888 catalyst types from USPTO. The task is: Predict which catalyst facilitates the given reaction. (1) Reactant: [N:1]([C@H:4]([C:9]1[CH:14]=[CH:13][C:12]([C:15]([F:18])([F:17])[F:16])=[CH:11][CH:10]=1)[C@@H:5]([OH:8])[CH2:6][OH:7])=[N+]=[N-].[C:19]([O:23][C:24](O[C:24]([O:23][C:19]([CH3:22])([CH3:21])[CH3:20])=[O:25])=[O:25])([CH3:22])([CH3:21])[CH3:20]. Product: [OH:8][C@@H:5]([CH2:6][OH:7])[C@H:4]([NH:1][C:24](=[O:25])[O:23][C:19]([CH3:22])([CH3:21])[CH3:20])[C:9]1[CH:14]=[CH:13][C:12]([C:15]([F:18])([F:17])[F:16])=[CH:11][CH:10]=1. The catalyst class is: 99. (2) Reactant: C([N:8]1[C@@H:13]([CH3:14])[CH2:12][CH2:11][CH2:10][C@@H:9]1[CH:15]=[CH:16][CH2:17][CH2:18][CH3:19])(OC(C)(C)C)=O. Product: [CH:15]([C@H:9]1[CH2:10][CH2:11][CH2:12][C@H:13]([CH3:14])[NH:8]1)=[CH:16][CH2:17][CH2:18][CH3:19]. The catalyst class is: 330. (3) Reactant: Br[C:2]1[CH:3]=[C:4]2[C:9](=[N:10][CH:11]=1)[NH:8][C:7](=[O:12])[CH2:6][CH2:5]2.[CH2:13]([Sn](CCCC)(CCCC)C=C)[CH2:14]CC. Product: [CH:13]([C:2]1[CH:3]=[C:4]2[C:9](=[N:10][CH:11]=1)[NH:8][C:7](=[O:12])[CH2:6][CH2:5]2)=[CH2:14]. The catalyst class is: 128. (4) Reactant: [Si]([O:8][CH2:9][C@H:10]([NH:12][C:13]1[N:21]([CH2:22][C@H:23]2[CH2:28][CH2:27][C@H:26]([CH3:29])[CH2:25][CH2:24]2)[C:20]2[C:15](=[N:16][C:17]([C:37]3[NH:41][C:40](=[O:42])[O:39][N:38]=3)=[N:18][C:19]=2[C:30]2[CH:35]=[CH:34][CH:33]=[C:32]([Cl:36])[CH:31]=2)[N:14]=1)[CH3:11])(C(C)(C)C)(C)C.[F-].C([N+](CCCC)(CCCC)CCCC)CCC. Product: [Cl:36][C:32]1[CH:31]=[C:30]([C:19]2[N:18]=[C:17]([C:37]3[NH:41][C:40](=[O:42])[O:39][N:38]=3)[N:16]=[C:15]3[C:20]=2[N:21]([CH2:22][C@H:23]2[CH2:24][CH2:25][C@H:26]([CH3:29])[CH2:27][CH2:28]2)[C:13]([NH:12][C@H:10]([CH3:11])[CH2:9][OH:8])=[N:14]3)[CH:35]=[CH:34][CH:33]=1. The catalyst class is: 1. (5) Product: [CH:24]([CH:25]1[CH2:30][CH2:29][N:28]([C:31]([O:33][C:34]([CH3:37])([CH3:36])[CH3:35])=[O:32])[CH2:27][CH2:26]1)=[O:23]. The catalyst class is: 96. Reactant: CC(OI1(OC(C)=O)(OC(C)=O)OC(=O)C2C=CC=CC1=2)=O.[OH:23][CH2:24][CH:25]1[CH2:30][CH2:29][N:28]([C:31]([O:33][C:34]([CH3:37])([CH3:36])[CH3:35])=[O:32])[CH2:27][CH2:26]1. (6) Reactant: CCN(C(C)C)C(C)C.[OH:10][C:11]1[C:12]2[CH:13]=[CH:14][CH:15]=[N:16][C:17]=2[C:18]([CH3:28])([CH3:27])[C:19](=[O:26])[C:20]=1[C:21]([O:23]CC)=O.Cl.[C:30]([O:34][C:35](=[O:38])[CH2:36][NH2:37])([CH3:33])([CH3:32])[CH3:31]. Product: [OH:10][C:11]1[C:12]2[CH:13]=[CH:14][CH:15]=[N:16][C:17]=2[C:18]([CH3:27])([CH3:28])[C:19](=[O:26])[C:20]=1[C:21]([NH:37][CH2:36][C:35]([O:34][C:30]([CH3:33])([CH3:32])[CH3:31])=[O:38])=[O:23]. The catalyst class is: 12. (7) The catalyst class is: 4. Product: [CH2:1]([O:4][C:5]1[CH:6]=[CH:7][C:8]([N+:13]([O-:15])=[O:14])=[C:9]([CH:12]=1)[CH2:10][OH:11])[CH:2]1[O:21][CH2:3]1. Reactant: [CH2:1]([O:4][C:5]1[CH:6]=[CH:7][C:8]([N+:13]([O-:15])=[O:14])=[C:9]([CH:12]=1)[CH2:10][OH:11])[CH:2]=[CH2:3].ClC1C=C(C=CC=1)C(OO)=[O:21]. (8) Reactant: [H-].[Na+].[C:3]1(=[O:13])[C:12]2[C:7](=[CH:8][CH:9]=[CH:10][CH:11]=2)[CH2:6][CH2:5][CH2:4]1.[CH2:14]([O:16][C:17](=O)[O:18]CC)[CH3:15]. Product: [CH2:14]([O:16][C:17]([CH:4]1[CH2:5][CH2:6][C:7]2[C:12](=[CH:11][CH:10]=[CH:9][CH:8]=2)[C:3]1=[O:13])=[O:18])[CH3:15]. The catalyst class is: 11.